This data is from Forward reaction prediction with 1.9M reactions from USPTO patents (1976-2016). The task is: Predict the product of the given reaction. (1) Given the reactants [CH3:1][S:2](Cl)(=[O:4])=[O:3].[OH:6][C@:7]([CH3:43])([CH2:41][OH:42])[C:8](=[O:40])[C@@H:9]([NH:17][C:18](=[O:39])[C@@H:19]([NH:23][C:24](=[O:38])[C@@H:25]([NH:29][C:30]([C:32]1[S:36][C:35]([CH3:37])=[N:34][CH:33]=1)=[O:31])[CH2:26][O:27][CH3:28])[CH2:20][O:21][CH3:22])[CH2:10][C:11]1[CH:16]=[CH:15][CH:14]=[CH:13][CH:12]=1, predict the reaction product. The product is: [CH3:1][S:2]([O:42][CH2:41][C@:7]([OH:6])([CH3:43])[C:8](=[O:40])[C@@H:9]([NH:17][C:18](=[O:39])[C@@H:19]([NH:23][C:24](=[O:38])[C@@H:25]([NH:29][C:30]([C:32]1[S:36][C:35]([CH3:37])=[N:34][CH:33]=1)=[O:31])[CH2:26][O:27][CH3:28])[CH2:20][O:21][CH3:22])[CH2:10][C:11]1[CH:16]=[CH:15][CH:14]=[CH:13][CH:12]=1)(=[O:4])=[O:3]. (2) Given the reactants [F:1][C:2]1[CH:7]=[CH:6][C:5]([N:8]2[C:13](=[O:14])[C:12]([O:15][CH2:16][CH2:17][C:18]([OH:21])([CH3:20])[CH3:19])=[C:11]([C:22]3[CH:27]=[CH:26][C:25]([S:28]([NH2:31])(=[O:30])=[O:29])=[CH:24][CH:23]=3)[CH:10]=[N:9]2)=[CH:4][CH:3]=1.[C:32](OC(=O)C)(=[O:34])[CH3:33].C(N(CC)CC)C, predict the reaction product. The product is: [F:1][C:2]1[CH:7]=[CH:6][C:5]([N:8]2[C:13](=[O:14])[C:12]([O:15][CH2:16][CH2:17][C:18]([OH:21])([CH3:20])[CH3:19])=[C:11]([C:22]3[CH:23]=[CH:24][C:25]([S:28]([NH:31][C:32](=[O:34])[CH3:33])(=[O:30])=[O:29])=[CH:26][CH:27]=3)[CH:10]=[N:9]2)=[CH:4][CH:3]=1. (3) Given the reactants Cl[C:2]1[CH:3]=[C:4]([CH:9]=[C:10]([S:12]([CH3:15])(=[O:14])=[O:13])[CH:11]=1)[C:5]([O:7]C)=[O:6].[Br-].CN1CCN(C)C1=O.[NH4+].[Cl-].[CH2:27]1[CH2:31]OC[CH2:28]1, predict the reaction product. The product is: [CH:28]1([C:2]2[CH:3]=[C:4]([CH:9]=[C:10]([S:12]([CH3:15])(=[O:14])=[O:13])[CH:11]=2)[C:5]([OH:7])=[O:6])[CH2:27][CH2:31]1. (4) Given the reactants C(OC([N:11]1[CH2:15][CH:14]2[CH:16]([OH:20])[CH:17]([OH:19])[CH2:18][CH:13]2[CH2:12]1)=O)C1C=CC=CC=1.[H][H], predict the reaction product. The product is: [CH2:12]1[CH:13]2[CH2:18][CH:17]([OH:19])[CH:16]([OH:20])[CH:14]2[CH2:15][NH:11]1. (5) Given the reactants CO[C:3]([C:5]1[CH:10]=[CH:9][C:8](B(O)O)=[CH:7][CH:6]=1)=O.[NH2:14][C:15]1[CH2:16][C:17]([C:27]([N:29]([CH2:33][CH2:34][CH3:35])[CH2:30][CH2:31][CH3:32])=[O:28])=[CH:18][C:19]2[CH:25]=[CH:24][C:23](Br)=[CH:22][C:20]=2[N:21]=1.[C:36](=[O:39])([O-])[O-:37].[K+].[K+], predict the reaction product. The product is: [NH2:14][C:15]1[CH2:16][C:17]([C:27](=[O:28])[N:29]([CH2:33][CH2:34][CH3:35])[CH2:30][CH2:31][CH3:32])=[CH:18][C:19]2[CH:25]=[CH:24][C:23]([C:8]3[CH:9]=[CH:10][C:5]([CH2:3][C:36]([O:37][CH2:3][C:5]4[CH:10]=[CH:9][CH:8]=[CH:7][CH:6]=4)=[O:39])=[CH:6][CH:7]=3)=[CH:22][C:20]=2[N:21]=1. (6) Given the reactants C[CH:2]([N:6]1[C:10]([C:11]2[S:12][C:13]([C:16]3[CH:21]=[CH:20][CH:19]=[C:18]([S:22]([CH3:25])(=[O:24])=[O:23])[CH:17]=3)=[CH:14][CH:15]=2)=[CH:9][C:8]([C:26]([F:29])([F:28])[F:27])=[N:7]1)[C:3]([OH:5])=[O:4].Cl[CH2:31][S:32][CH3:33].C(=O)([O-])[O-].[K+].[K+], predict the reaction product. The product is: [CH3:25][S:22]([C:18]1[CH:17]=[C:16]([C:13]2[S:12][C:11]([C:10]3[N:6]([CH2:2][C:3]([O:5][CH2:31][S:32][CH3:33])=[O:4])[N:7]=[C:8]([C:26]([F:27])([F:28])[F:29])[CH:9]=3)=[CH:15][CH:14]=2)[CH:21]=[CH:20][CH:19]=1)(=[O:24])=[O:23]. (7) Given the reactants [N+:1]([C:4]1[CH:9]=[C:8]([N+:10]([O-:12])=[O:11])[CH:7]=[CH:6][C:5]=1Cl)([O-:3])=[O:2].Cl.[O:15]([NH2:17])[CH3:16].C(N(CC)CC)C, predict the reaction product. The product is: [N+:1]([C:4]1[CH:9]=[C:8]([N+:10]([O-:12])=[O:11])[CH:7]=[CH:6][C:5]=1[NH:17][O:15][CH3:16])([O-:3])=[O:2]. (8) Given the reactants [CH2:1]([N:8]([CH2:21][C:22]1[CH:32]=[CH:31][C:25]([N:26](CC)CC)=[CH:24][CH:23]=1)[CH2:9][C:10]1[CH:15]=[CH:14][C:13]([N:16](CC)CC)=[CH:12][CH:11]=1)[C:2]1[CH:7]=[CH:6][CH:5]=[CH:4][CH:3]=1.[ClH:33], predict the reaction product. The product is: [Cl-:33].[NH2:16][C:13]1[CH:14]=[CH:15][C:10]([CH2:9][NH+:8]([CH2:21][C:22]2[CH:23]=[CH:24][C:25]([NH2:26])=[CH:31][CH:32]=2)[CH2:1][C:2]2[CH:7]=[CH:6][CH:5]=[CH:4][CH:3]=2)=[CH:11][CH:12]=1. (9) Given the reactants CO[C:3]1[CH:8]=[CH:7][CH:6]=[CH:5][C:4]=1[C:9]1[N:14]=[CH:13][N:12]=[C:11]([NH:15][C:16]2[CH:17]=[C:18]([CH2:22][S:23]([NH2:26])(=[O:25])=[O:24])[CH:19]=[CH:20][CH:21]=2)[N:10]=1.ClC1N=CN=C(NC2C=C(CS(N)(=O)=O)C=CC=2)N=1.[CH3:46][O:47][CH2:48]C1C=CC=CC=1B(O)O, predict the reaction product. The product is: [CH3:46][O:47][CH2:48][C:3]1[CH:8]=[CH:7][CH:6]=[CH:5][C:4]=1[C:9]1[N:14]=[CH:13][N:12]=[C:11]([NH:15][C:16]2[CH:17]=[C:18]([CH2:22][S:23]([NH2:26])(=[O:24])=[O:25])[CH:19]=[CH:20][CH:21]=2)[N:10]=1.